From a dataset of CYP2C19 inhibition data for predicting drug metabolism from PubChem BioAssay. Regression/Classification. Given a drug SMILES string, predict its absorption, distribution, metabolism, or excretion properties. Task type varies by dataset: regression for continuous measurements (e.g., permeability, clearance, half-life) or binary classification for categorical outcomes (e.g., BBB penetration, CYP inhibition). Dataset: cyp2c19_veith. (1) The drug is O=C(N/N=C/c1ccncc1)c1nc(-c2ccccc2)n2c1CCCCC2. The result is 1 (inhibitor). (2) The compound is COc1ccccc1NC(=O)C1=C(C)Nc2nnnn2C1c1cc(Br)ccc1OC. The result is 1 (inhibitor). (3) The compound is CC(C)(CCc1nc2ccccc2[nH]1)C(=O)O. The result is 0 (non-inhibitor). (4) The compound is COc1ccc2[nH]cc(CCNc3cc(-c4ccccc4OC)ncn3)c2c1. The result is 1 (inhibitor). (5) The drug is Cc1cc(OCC(=O)OC(C)C)c2c3c(c(=O)oc2c1)CCCC3. The result is 1 (inhibitor). (6) The compound is Cn1nc(C(F)(F)F)c(/C=N/OC(=O)c2ccccc2Cl)c1SCc1ccc(Cl)cc1. The result is 1 (inhibitor). (7) The result is 1 (inhibitor). The drug is Cc1cccc(NC(=O)CCCN2C(=O)c3cccc4cccc(c34)C2=O)c1. (8) The drug is S=C(S)NCCCn1ccnc1. The result is 0 (non-inhibitor). (9) The result is 1 (inhibitor). The molecule is CCCC/C=C/C(NC(=O)c1cccs1)c1ccccc1.